Task: Regression/Classification. Given a drug SMILES string, predict its absorption, distribution, metabolism, or excretion properties. Task type varies by dataset: regression for continuous measurements (e.g., permeability, clearance, half-life) or binary classification for categorical outcomes (e.g., BBB penetration, CYP inhibition). Dataset: b3db_classification.. Dataset: Blood-brain barrier permeability classification from the B3DB database (1) The drug is CN(C)CCc1c[nH]c2ccc(CS(=O)(=O)N3CCCC3)cc12. The result is 1 (penetrates BBB). (2) The molecule is COc1ccc(C(=O)N2CCCC2=O)cc1. The result is 1 (penetrates BBB). (3) The drug is COc1ccc(C(O)CN2CCN(C(c3ccccc3)c3ccccc3)CC2)cc1OC. The result is 1 (penetrates BBB). (4) The compound is CC[N+](C)(C)c1cccc(O)c1. The result is 0 (does not penetrate BBB). (5) The drug is CN(C)[C@@H]1C(=O)C(C(N)=O)=C(O)[C@@]2(O)C(=O)C3=C(O)c4c(O)cccc4[C@@](C)(O)C3[C@H](O)[C@@H]12. The result is 0 (does not penetrate BBB). (6) The drug is O=C1OCCC1C1(O)CCN(CCCN2c3ccccc3Sc3ccc(Cl)cc32)CC1. The result is 1 (penetrates BBB). (7) The compound is CN1C(=O)NC2=NCN(C)C2C1=O. The result is 1 (penetrates BBB). (8) The compound is OCc1ccccc1O[C@@H]1O[C@@H](CO)[C@@H](O)[C@H](O)[C@@H]1O. The result is 1 (penetrates BBB).